Dataset: NCI-60 drug combinations with 297,098 pairs across 59 cell lines. Task: Regression. Given two drug SMILES strings and cell line genomic features, predict the synergy score measuring deviation from expected non-interaction effect. (1) Drug 1: CCN(CC)CCNC(=O)C1=C(NC(=C1C)C=C2C3=C(C=CC(=C3)F)NC2=O)C. Drug 2: CC1=C(N=C(N=C1N)C(CC(=O)N)NCC(C(=O)N)N)C(=O)NC(C(C2=CN=CN2)OC3C(C(C(C(O3)CO)O)O)OC4C(C(C(C(O4)CO)O)OC(=O)N)O)C(=O)NC(C)C(C(C)C(=O)NC(C(C)O)C(=O)NCCC5=NC(=CS5)C6=NC(=CS6)C(=O)NCCC[S+](C)C)O. Cell line: KM12. Synergy scores: CSS=60.2, Synergy_ZIP=-6.88, Synergy_Bliss=-4.43, Synergy_Loewe=1.02, Synergy_HSA=2.07. (2) Drug 1: CC1CCC2CC(C(=CC=CC=CC(CC(C(=O)C(C(C(=CC(C(=O)CC(OC(=O)C3CCCCN3C(=O)C(=O)C1(O2)O)C(C)CC4CCC(C(C4)OC)OCCO)C)C)O)OC)C)C)C)OC. Drug 2: CC1C(C(CC(O1)OC2CC(CC3=C2C(=C4C(=C3O)C(=O)C5=C(C4=O)C(=CC=C5)OC)O)(C(=O)CO)O)N)O.Cl. Cell line: UO-31. Synergy scores: CSS=46.0, Synergy_ZIP=-4.07, Synergy_Bliss=-0.535, Synergy_Loewe=-0.400, Synergy_HSA=2.29. (3) Drug 1: CNC(=O)C1=NC=CC(=C1)OC2=CC=C(C=C2)NC(=O)NC3=CC(=C(C=C3)Cl)C(F)(F)F. Drug 2: C1CC(=O)NC(=O)C1N2C(=O)C3=CC=CC=C3C2=O. Cell line: ACHN. Synergy scores: CSS=-4.35, Synergy_ZIP=2.87, Synergy_Bliss=2.78, Synergy_Loewe=-4.76, Synergy_HSA=-4.82. (4) Drug 1: C1=CC(=CC=C1CC(C(=O)O)N)N(CCCl)CCCl.Cl. Drug 2: CN(C(=O)NC(C=O)C(C(C(CO)O)O)O)N=O. Cell line: TK-10. Synergy scores: CSS=-2.32, Synergy_ZIP=-1.74, Synergy_Bliss=-7.10, Synergy_Loewe=-11.5, Synergy_HSA=-9.71. (5) Drug 1: CC1=C(C=C(C=C1)NC2=NC=CC(=N2)N(C)C3=CC4=NN(C(=C4C=C3)C)C)S(=O)(=O)N.Cl. Drug 2: C1=NC2=C(N=C(N=C2N1C3C(C(C(O3)CO)O)F)Cl)N. Cell line: OVCAR-8. Synergy scores: CSS=35.1, Synergy_ZIP=0.127, Synergy_Bliss=-2.56, Synergy_Loewe=-29.0, Synergy_HSA=-2.16.